Task: Predict the reactants needed to synthesize the given product.. Dataset: Full USPTO retrosynthesis dataset with 1.9M reactions from patents (1976-2016) (1) The reactants are: [F:1][C:2]1[CH:10]=[CH:9][C:5]([C:6]([CH3:8])=[CH2:7])=[CH:4][CH:3]=1.C1C(=O)N([Br:18])C(=O)C1. Given the product [F:1][C:2]1[CH:10]=[CH:9][C:5]([C:6]([CH2:8][Br:18])=[CH2:7])=[CH:4][CH:3]=1, predict the reactants needed to synthesize it. (2) Given the product [CH2:21]([O:23][P:24]([CH:12]([C:3]1[CH:4]=[CH:5][C:6]2[C:11](=[CH:10][CH:9]=[CH:8][CH:7]=2)[C:2]=1[Br:1])[OH:13])(=[O:28])[O:25][CH2:26][CH3:27])[CH3:22], predict the reactants needed to synthesize it. The reactants are: [Br:1][C:2]1[C:11]2[C:6](=[CH:7][CH:8]=[CH:9][CH:10]=2)[CH:5]=[CH:4][C:3]=1[CH:12]=[O:13].C(N(CC)CC)C.[CH2:21]([O:23][P:24]([O-:28])[O:25][CH2:26][CH3:27])[CH3:22]. (3) Given the product [CH3:15][O:14][C:9]1[C:8]([CH2:7][CH:6]2[NH:5][C:3](=[O:4])[CH2:2][NH:1][C:16]2=[O:18])=[CH:13][CH:12]=[CH:11][N:10]=1, predict the reactants needed to synthesize it. The reactants are: [NH2:1][CH2:2][C:3]([NH:5][C@H:6]([C:16]([O:18]CC)=O)[CH2:7][C:8]1[C:9]([O:14][CH3:15])=[N:10][CH:11]=[CH:12][CH:13]=1)=[O:4].C(N(CC)C(C)C)(C)C. (4) Given the product [Br:1][C:2]1[CH:3]=[C:4]2[C:8](=[CH:9][CH:10]=1)[N:7]([CH2:14][CH:13]([O:16][CH3:17])[O:12][CH3:11])[N:6]=[CH:5]2, predict the reactants needed to synthesize it. The reactants are: [Br:1][C:2]1[CH:3]=[C:4]2[C:8](=[CH:9][CH:10]=1)[NH:7][N:6]=[CH:5]2.[CH3:11][O:12][CH:13]([O:16][CH3:17])[CH2:14]Br.C([O-])([O-])=O.[Cs+].[Cs+].